From a dataset of Catalyst prediction with 721,799 reactions and 888 catalyst types from USPTO. Predict which catalyst facilitates the given reaction. (1) Reactant: [C:1]1([O:11][CH2:12][C@@H:13]2[CH2:17][C@H:16]([C:18]3[CH:23]=[CH:22][CH:21]=[CH:20][CH:19]=3)[CH2:15][N:14]2C(OC(C)(C)C)=O)[C:10]2[C:5](=[CH:6][CH:7]=[CH:8][CH:9]=2)[CH:4]=[CH:3][CH:2]=1.[ClH:31]. Product: [ClH:31].[C:1]1([O:11][CH2:12][C@@H:13]2[CH2:17][C@H:16]([C:18]3[CH:23]=[CH:22][CH:21]=[CH:20][CH:19]=3)[CH2:15][NH:14]2)[C:10]2[C:5](=[CH:6][CH:7]=[CH:8][CH:9]=2)[CH:4]=[CH:3][CH:2]=1. The catalyst class is: 12. (2) Reactant: FC1C=C(CC(N[C@H](C(O)=O)C)=O)C=C(F)C=1.CCN=C=NCCCN(C)C.Cl.CN1CCOCC1.[F:37][C:38]1[CH:39]=[C:40]([CH2:45][C:46]([NH:48][C@H:49]([C:51]([NH:53][C@H:54]2[C:60](=[O:61])[NH:59][C:58]3[CH:62]=[CH:63][CH:64]=[CH:65][C:57]=3[S:56][C@H:55]2[C:66]2[CH:71]=[C:70]([F:72])[CH:69]=[CH:68][C:67]=2[F:73])=[O:52])[CH3:50])=[O:47])[CH:41]=[C:42]([F:44])[CH:43]=1. Product: [F:37][C:38]1[CH:39]=[C:40]([CH2:45][C:46]([NH:48][C@H:49]([C:51]([NH:53][C@@H:54]2[C:60](=[O:61])[NH:59][C:58]3[CH:62]=[CH:63][CH:64]=[CH:65][C:57]=3[S:56][C@@H:55]2[C:66]2[CH:71]=[C:70]([F:72])[CH:69]=[CH:68][C:67]=2[F:73])=[O:52])[CH3:50])=[O:47])[CH:41]=[C:42]([F:44])[CH:43]=1. The catalyst class is: 4. (3) Product: [NH2:23][C:19]1[CH:18]=[C:17]([O:16][C:15]2[CH:31]=[CH:32][C:12]([NH:11][C:9](=[O:10])[O:8][CH2:1][C:2]3[CH:7]=[CH:6][CH:5]=[CH:4][CH:3]=3)=[C:13]([F:33])[CH:14]=2)[CH:22]=[CH:21][N:20]=1. The catalyst class is: 601. Reactant: [CH2:1]([O:8][C:9]([NH:11][C:12]1[CH:32]=[CH:31][C:15]([O:16][C:17]2[CH:22]=[CH:21][N:20]=[C:19]([NH:23]C(=O)OC(C)(C)C)[CH:18]=2)=[CH:14][C:13]=1[F:33])=[O:10])[C:2]1[CH:7]=[CH:6][CH:5]=[CH:4][CH:3]=1. (4) Reactant: [N:1]1[CH:6]=[CH:5][CH:4]=[C:3](B(O)O)[CH:2]=1.Br[C:11]1[CH:12]=[CH:13][C:14]2[O:18][C:17](=[O:19])[N:16]([CH3:20])[C:15]=2[CH:21]=1.C([O-])([O-])=O.[Na+].[Na+]. Product: [CH3:20][N:16]1[C:15]2[CH:21]=[C:11]([C:3]3[CH:2]=[N:1][CH:6]=[CH:5][CH:4]=3)[CH:12]=[CH:13][C:14]=2[O:18][C:17]1=[O:19]. The catalyst class is: 104.